From a dataset of Peptide-MHC class I binding affinity with 185,985 pairs from IEDB/IMGT. Regression. Given a peptide amino acid sequence and an MHC pseudo amino acid sequence, predict their binding affinity value. This is MHC class I binding data. (1) The peptide sequence is NQLYLTVSF. The MHC is HLA-B08:01 with pseudo-sequence HLA-B08:01. The binding affinity (normalized) is 0.0847. (2) The peptide sequence is GLQSSDDFA. The MHC is HLA-A02:01 with pseudo-sequence HLA-A02:01. The binding affinity (normalized) is 0.171.